Dataset: Full USPTO retrosynthesis dataset with 1.9M reactions from patents (1976-2016). Task: Predict the reactants needed to synthesize the given product. (1) Given the product [CH3:13][O:14][C:15]([CH3:8])([CH2:20][CH:1]=[CH2:2])[C:16]([O:18][CH3:19])=[O:17], predict the reactants needed to synthesize it. The reactants are: [CH:1](NC(C)C)(C)[CH3:2].[CH2:8]([Li])CCC.[CH3:13][O:14][CH:15]([CH3:20])[C:16]([O:18][CH3:19])=[O:17].C(Br)C=C. (2) Given the product [CH:32]1([CH:10]([N:11]2[C:15]3[CH:16]=[C:17]([F:21])[C:18]([F:20])=[CH:19][C:14]=3[N:13]=[C:12]2[C:22]2[C:23]([O:30][CH3:31])=[N:24][C:25]([O:28][CH3:29])=[CH:26][CH:27]=2)[C:9]([OH:40])=[O:38])[CH2:33][CH2:34][CH2:35][CH2:36][CH2:37]1, predict the reactants needed to synthesize it. The reactants are: C(N[C:9](=[O:38])[CH:10]([CH:32]1[CH2:37][CH2:36][CH2:35][CH2:34][CH2:33]1)[N:11]1[C:15]2[CH:16]=[C:17]([F:21])[C:18]([F:20])=[CH:19][C:14]=2[N:13]=[C:12]1[C:22]1[C:23]([O:30][CH3:31])=[N:24][C:25]([O:28][CH3:29])=[CH:26][CH:27]=1)C1C=CC=CC=1.N([O-])=[O:40].[Na+].[Li+].[OH-].OO. (3) Given the product [NH:7]1[C:2]2[CH:3]=[CH:4][CH:5]=[CH:6][C:1]=2[N:8]=[C:9]1[C:41]([C:40]1[CH:39]=[CH:38][C:37]([O:36][C:31]2[C:30]([Cl:29])=[N:35][CH:34]=[CH:33][N:32]=2)=[CH:47][CH:46]=1)=[O:43], predict the reactants needed to synthesize it. The reactants are: [C:1]1([NH2:8])[C:2]([NH2:7])=[CH:3][CH:4]=[CH:5][CH:6]=1.[CH:9](OCC)(OCC)OCC.C1(S(O)(=O)=O)C=CC=CC=1.[Cl:29][C:30]1[C:31]([O:36][C:37]2[CH:47]=[CH:46][C:40]([C:41]([O:43]CC)=O)=[CH:39][CH:38]=2)=[N:32][CH:33]=[CH:34][N:35]=1.[Li+].CC([N-]C(C)C)C.Cl.[OH-].[Na+]. (4) Given the product [C:1]([C:3]1[CH:8]=[CH:7][C:6]([N:9]2[C@H:17]([CH:18]3[CH2:19][CH2:20][CH2:21][CH2:22]3)[C@H:16]3[C:11]([C:12]4[CH:26]=[CH:25][C:24]([C:27]([OH:29])=[O:28])=[CH:23][C:13]=4[CH2:14][CH2:15]3)=[N:10]2)=[CH:5][C:4]=1[CH3:30])#[N:2], predict the reactants needed to synthesize it. The reactants are: [C:1]([C:3]1[CH:8]=[CH:7][C:6]([N:9]2[CH:17]([CH:18]3[CH2:22][CH2:21][CH2:20][CH2:19]3)[CH:16]3[C:11]([C:12]4[CH:26]=[CH:25][C:24]([C:27]([OH:29])=[O:28])=[CH:23][C:13]=4[CH2:14][CH2:15]3)=[N:10]2)=[CH:5][C:4]=1[CH3:30])#[N:2].C(O)C.C(=O)=O. (5) Given the product [CH3:1][O:2][C:3]([CH3:14])([CH3:13])[CH2:4][N:5]1[CH:9]=[CH:8][C:7]([NH2:10])=[N:6]1, predict the reactants needed to synthesize it. The reactants are: [CH3:1][O:2][C:3]([CH3:14])([CH3:13])[CH2:4][N:5]1[CH:9]=[CH:8][C:7]([N+:10]([O-])=O)=[N:6]1.[H][H]. (6) Given the product [C:26]([O:30][C:31](=[O:40])[NH:32][C@H:33]1[CH2:38][CH2:37][CH2:36][CH2:35][C@H:34]1[NH:39][C:2]1[N:3]=[CH:4][C:5]2[C:11]([CH:12]([F:14])[F:13])=[N:10][CH:9]=[C:8]([I:15])[C:6]=2[N:7]=1)([CH3:29])([CH3:27])[CH3:28], predict the reactants needed to synthesize it. The reactants are: Cl[C:2]1[N:3]=[CH:4][C:5]2[C:11]([CH:12]([F:14])[F:13])=[N:10][CH:9]=[C:8]([I:15])[C:6]=2[N:7]=1.C(N(CC)CC)C.C(O)C.[C:26]([O:30][C:31](=[O:40])[NH:32][C@H:33]1[CH2:38][CH2:37][CH2:36][CH2:35][C@H:34]1[NH2:39])([CH3:29])([CH3:28])[CH3:27].